Dataset: Full USPTO retrosynthesis dataset with 1.9M reactions from patents (1976-2016). Task: Predict the reactants needed to synthesize the given product. (1) Given the product [C:30]([O:34][C:35](=[O:63])[NH:36][CH2:37][CH2:38][CH2:39][C:40]1[CH:45]=[CH:44][CH:43]=[C:42]([C:46]2[C:52]3[CH:53]=[C:54]([O:59][CH3:60])[C:55]([O:57][CH3:58])=[CH:56][C:51]=3[N:50]([CH3:61])[C:49](=[O:62])[CH2:48][N:47]=2)[CH:41]=1)([CH3:31])([CH3:33])[CH3:32], predict the reactants needed to synthesize it. The reactants are: COC1C(OC)=CC2N(C)C(=O)CN=C(C3C=CC=C(C#CCCCC)C=3)C=2C=1.[C:30]([O:34][C:35](=[O:63])[NH:36][C:37]#[C:38][CH2:39][C:40]1[CH:45]=[CH:44][CH:43]=[C:42]([C:46]2[C:52]3[CH:53]=[C:54]([O:59][CH3:60])[C:55]([O:57][CH3:58])=[CH:56][C:51]=3[N:50]([CH3:61])[C:49](=[O:62])[CH2:48][N:47]=2)[CH:41]=1)([CH3:33])([CH3:32])[CH3:31]. (2) Given the product [NH2:18][C:16]1[S:17][CH:2]=[C:3]([C:5]2[CH:14]=[CH:13][C:8]([C:9]([O:11][CH3:12])=[O:10])=[CH:7][CH:6]=2)[N:15]=1, predict the reactants needed to synthesize it. The reactants are: Br[CH2:2][C:3]([C:5]1[CH:14]=[CH:13][C:8]([C:9]([O:11][CH3:12])=[O:10])=[CH:7][CH:6]=1)=O.[NH2:15][C:16]([NH2:18])=[S:17]. (3) Given the product [N+:1]([C:4]1[CH:5]=[CH:6][C:7]([C@@H:10]([CH3:14])[C:11]([OH:13])=[O:12])=[CH:8][CH:9]=1)([O-:3])=[O:2], predict the reactants needed to synthesize it. The reactants are: [N+:1]([C:4]1[CH:9]=[CH:8][C:7]([CH:10]([CH3:14])[C:11]([OH:13])=[O:12])=[CH:6][CH:5]=1)([O-:3])=[O:2]. (4) Given the product [CH3:33][S:18][C:17](=[NH:19])[CH:16]([C:10]1[CH:11]=[CH:12][C:13]([O:14][CH3:15])=[C:8]([O:7][CH3:6])[CH:9]=1)[NH:20][C:21]1[CH:26]=[CH:25][C:24]([C:27]2[N:31]=[C:30]([CH3:32])[O:29][N:28]=2)=[CH:23][CH:22]=1, predict the reactants needed to synthesize it. The reactants are: F[B-](F)(F)F.[CH3:6][O:7][C:8]1[CH:9]=[C:10]([CH:16]([NH:20][C:21]2[CH:26]=[CH:25][C:24]([C:27]3[N:31]=[C:30]([CH3:32])[O:29][N:28]=3)=[CH:23][CH:22]=2)[C:17]([NH2:19])=[S:18])[CH:11]=[CH:12][C:13]=1[O:14][CH3:15].[C:33](OCC)(=O)C.C(=O)([O-])O.[Na+]. (5) The reactants are: [NH:1]1[CH:8]=[CH:7][C:5](=[O:6])[NH:4][C:2]1=[O:3].[F:9][C:10](I)([F:12])[F:11].OO. Given the product [F:9][C:10]([F:12])([F:11])[C:7]1[C:5](=[O:6])[NH:4][C:2](=[O:3])[NH:1][CH:8]=1, predict the reactants needed to synthesize it. (6) Given the product [CH3:1][C:2]1([CH3:19])[CH:11]=[C:10]([C:12]2[S:16][C:15]([CH3:17])=[CH:14][CH:13]=2)[C:9]2[C:4](=[CH:5][CH:6]=[C:7]([CH:28]=[O:29])[CH:8]=2)[S:3]1, predict the reactants needed to synthesize it. The reactants are: [CH3:1][C:2]1([CH3:19])[CH:11]=[C:10]([C:12]2[S:16][C:15]([CH3:17])=[CH:14][CH:13]=2)[C:9]2[C:4](=[CH:5][CH:6]=[C:7](Br)[CH:8]=2)[S:3]1.[Li]CCCC.CN([CH:28]=[O:29])C. (7) Given the product [I:44][CH2:2][C:3]1([CH2:6][N:7]2[CH2:12][CH2:11][N:10]([C:13]([O:15][C:16]([CH3:19])([CH3:18])[CH3:17])=[O:14])[CH2:9][CH2:8]2)[CH2:5][CH2:4]1, predict the reactants needed to synthesize it. The reactants are: O[CH2:2][C:3]1([CH2:6][N:7]2[CH2:12][CH2:11][N:10]([C:13]([O:15][C:16]([CH3:19])([CH3:18])[CH3:17])=[O:14])[CH2:9][CH2:8]2)[CH2:5][CH2:4]1.C1C=CC(P(C2C=CC=CC=2)C2C=CC=CC=2)=CC=1.N1C=CN=C1.[I:44]I.